This data is from Experimentally validated miRNA-target interactions with 360,000+ pairs, plus equal number of negative samples. The task is: Binary Classification. Given a miRNA mature sequence and a target amino acid sequence, predict their likelihood of interaction. (1) The miRNA is hsa-miR-6768-3p with sequence CAAAGGCCACAUUCUCCUGUGCAC. The protein sequence of the target gene is MQDEIIDFFRSPALLFYMTLMLTICVVNGSQQVGEVVETEFHAYRLHQYEISGNIYGCKNYRVSYEAVSLGARTLRRTMVTTWRDLLTTDVDDMWALSTGAVLIFIPDNLDELNDIDRKAFIDLEAKLLSAKTDLAVYVAPFNDDAVSILHDVNTRSEKAPTALQHLLQSLSGNTISITSSDQSPELPPSYKPLNIVGRLSSGDRAAPTIAFVAHYDTQSAVPGVSPGADSNGSGIVALLELLAVLSKFYDSPSTRPPYNILFIWTAAGKLNYQGTRHWIDEYQKGFDSADYAKSGLSRK.... Result: 0 (no interaction). (2) The protein sequence of the target gene is MASTRSIELEHFEERDKRPRPGSRRGAPSSSGGSSSSGPKGNGLIPSPAHSAHCSFYRTRTLQALSSEKKAKKARFYRNGDRYFKGLVFAISSDRFRSFDALLIELTRSLSDNVNLPQGVRTIYTIDGSRKVTSLDELLEGESYVCASNEPFRKVDYTKNINPNWSVNIKGGTSRALAAASSVKSEVKESKDFIKPKLVTVIRSGVKPRKAVRILLNKKTAHSFEQVLTDITEAIKLDSGVVKRLCTLDGKQVTCLQDFFGDDDVFIACGPEKFRYAQDDFVLDHSECRVLKSSYSRSSA.... Result: 0 (no interaction). The miRNA is hsa-miR-6764-3p with sequence UCUCUGGUCUUUCCUUGACAG. (3) The miRNA is mmu-miR-7020-3p with sequence AACCCCUCUCUUCUCUCCCAG. The protein sequence of the target gene is MADAKYVLCRWEKRLWPAKVLARTATSTKNKRRKEYFLAVQILSLEEKIKVKSTEVEILEKSQIEAIASSLASQNEVPAAPLEELAYRRSLRVALDVLSEGSIWSQESSAGTGRADRSLRGKPMEHVSSPCDSNSSSLPRGDVLGSSRPHRRRPCVQQSLSSSFTCEKDPECKVDHKKGLRKSENPRGPLVLPAGGGAQDESGSRIHHKNWTLASKRGGNSAQKASLCLNGSSLSEDDTERDMGSKGGSWAAPSLPSGVREDDPCANAEGHDPGLPLGSLTAPPAPEPSACSEPGECPAK.... Result: 0 (no interaction). (4) The protein sequence of the target gene is MLPCLALLLLMELSVCTVAGDGGEEQTLSTEAETWVIVALEEGAGPSIQLQLQEVKTGKASQFFGLMGKRVGGRPLIQPRRKKAYQLEHTFQGLLGKRSLFTEGREDEAQGSE. Result: 0 (no interaction). The miRNA is dme-miR-263a-5p with sequence AAUGGCACUGGAAGAAUUCACGGG. (5) The miRNA is mmu-miR-3969 with sequence CCCUAAAGUAGAAAUCACUA. The protein sequence of the target gene is MGGAVSAGEDNDELIDNLKEAQYIRTDLVEQAFRAIDRADYYLEEFKENAYKDLAWKHGNIHLSAPCIYSEVMEALDLQPGLSFLNLGSGTGYLSSMVGLILGPFGVNHGVELHSDVTEYAKQKLDVFIRTSDSFDKFDFCEPSFVTGNCLEIAPDCCQYDRVYCGAGVQKEHEEYMKNLLKVGGILVMPLEEKLTKITRTGPSAWETKKILAVSFAPLVQPCRSESGQSRLVQLPPPAVRSLQDLARLAIRGSIKRAMRQEATRGGGLKNTPMFKRRRVRRRRMETIVFLDKEVFASRI.... Result: 0 (no interaction). (6) The miRNA is hsa-miR-585-5p with sequence CUAGCACACAGAUACGCCCAGA. The protein sequence of the target gene is MTERAQSPTAADCRPYEVNRAMYPQAAGLDGLGGASLQFAHGMLQDPSLIFNKAHFNGITPATAQTFFPFSGDFKTNDLQGGDFTQPKHWYPFAAPEFTGQVAGATAATQPANISPPIGETREQIKMPSEVKTEKDVEEYGNEENKPPSQYHLTAGTSSIPTGVNYYTPWNPNFWPGLSQITAQANISQAPPTPSASSPSLSPSPPGNGFGSPGFFSGGTAQNIPSAQAQSAPRSSGSSSGGCSNSEEEETLTTEDLEQFAKELKHKRITLGFTQADVGLALGNLYGKMFSQTTICRFEA.... Result: 0 (no interaction). (7) The miRNA is hsa-miR-3198 with sequence GUGGAGUCCUGGGGAAUGGAGA. The protein sequence of the target gene is MAAPRAGRGAGWSLRAWRALGGIRWGRRPRLTPDLRALLTSGTSDPRARVTYGTPSLWARLSVGVTEPRACLTSGTPGPRAQLTAVTPDTRTREASENSGTRSRAWLAVALGAGGAVLLLLWGGGRGPPAVLAAVPSPPPASPRSQYNFIADVVEKTAPAVVYIEILDRHPFLGREVPISNGSGFVVAADGLIVTNAHVVADRRRVRVRLLSGDTYEAVVTAVDPVADIATLRIQTKEPLPTLPLGRSADVRQGEFVVAMGSPFALQNTITSGIVSSAQRPARDLGLPQTNVEYIQTDAA.... Result: 0 (no interaction). (8) Result: 1 (interaction). The miRNA is hsa-miR-455-3p with sequence GCAGUCCAUGGGCAUAUACAC. The protein sequence of the target gene is MEHVTEGSWESLPVPLHPQVLGALRELGFPYMTPVQSATIPLFMRNKDVAAEAVTGSGKTLAFVIPILEILLRREEKLKKSQVGAIIITPTRELAIQIDEVLSHFTKHFPEFSQILWIGGRNPGEDVERFKQQGGNIIVATPGRLEDMFRRKAEGLDLASCVRSLDVLVLDEADRLLDMGFEASINTILEFLPKQRRTGLFSATQTQEVENLVRAGLRNPVRVSVKEKGVAASSAQKTPSRLENYYMVCKADEKFNQLVHFLRNHKQEKHLVFFSTCACVEYYGKALEVLVKGVKIMCIH.... (9) The miRNA is hsa-miR-656-5p with sequence AGGUUGCCUGUGAGGUGUUCA. The protein sequence of the target gene is MIYKCPMCREFFSERADLFMHQKIHTAEKPHKCDKCDKGFFHISELHIHWRDHTGEKVYKCDDCGKDFSTTTKLNRHKKIHTVEKPYKCYECGKAFNWSSHLQIHMRVHTGEKPYVCSECGRGFSNSSNLCMHQRVHTGEKPFKCEECGKAFRHTSSLCMHQRVHTGEKPYKCYECGKAFSQSSSLCIHQRVHTGEKPYRCCGCGKAFSQSSSLCIHQRVHTGEKPFKCDECGKAFSQSTSLCIHQRVHTKERNHLKISVI. Result: 0 (no interaction).